Dataset: Experimentally validated miRNA-target interactions with 360,000+ pairs, plus equal number of negative samples. Task: Binary Classification. Given a miRNA mature sequence and a target amino acid sequence, predict their likelihood of interaction. The miRNA is hsa-miR-25-3p with sequence CAUUGCACUUGUCUCGGUCUGA. The protein sequence of the target gene is MTGKSVKDVDRYQAVLANLLLEEDNKFCADCQSKGPRWASWNIGVFICIRCAGIHRNLGVHISRVKSVNLDQWTQEQIQCMQEMGNGKANRLYEAYLPETFRRPQIDPAVEGFIRDKYEKKKYMDRSLDINAFRKEKDDKWKRGSEPVPEKKLEPVVFEKVKMPQKKEDPQLPRKSSPKSTAPVMDLLGLDAPVACSIANSKTSNTLEKDLDLLASVPSPSSSGSRKVVGSMPTAGSAGSVPENLNLFPEPGSKSEEIGKKQLSKDSILSLYGSQTPQMPTQAMFMAPAQMAYPTAYPSF.... Result: 1 (interaction).